Dataset: Catalyst prediction with 721,799 reactions and 888 catalyst types from USPTO. Task: Predict which catalyst facilitates the given reaction. (1) Reactant: O1CCOCC1.[F:7][C:8]([F:56])([F:55])[C:9]1[CH:10]=[C:11]([CH:48]=[C:49]([C:51]([F:54])([F:53])[F:52])[CH:50]=1)[CH2:12][N:13]1[C@H:17]([CH3:18])[C@@H:16]([C:19]2[CH:24]=[C:23]([C:25]([F:28])([F:27])[F:26])[CH:22]=[CH:21][C:20]=2[C:29]2[CH:30]=[C:31]([C:36]3[CH:41]=[CH:40][C:39]([C:42]([O:44]C)=[O:43])=[CH:38][C:37]=3[CH3:46])[CH:32]=[CH:33][C:34]=2[Cl:35])[O:15][C:14]1=[O:47].O.[OH-].[Li+].Cl. Product: [F:56][C:8]([F:7])([F:55])[C:9]1[CH:10]=[C:11]([CH:48]=[C:49]([C:51]([F:53])([F:54])[F:52])[CH:50]=1)[CH2:12][N:13]1[C@H:17]([CH3:18])[C@@H:16]([C:19]2[CH:24]=[C:23]([C:25]([F:27])([F:26])[F:28])[CH:22]=[CH:21][C:20]=2[C:29]2[CH:30]=[C:31]([C:36]3[CH:41]=[CH:40][C:39]([C:42]([OH:44])=[O:43])=[CH:38][C:37]=3[CH3:46])[CH:32]=[CH:33][C:34]=2[Cl:35])[O:15][C:14]1=[O:47]. The catalyst class is: 6. (2) Reactant: [OH:1][C:2]1[CH:3]=[C:4]([C:8]2[N:13]=[C:12]([N:14]3[CH2:19][CH2:18][O:17][CH2:16][CH2:15]3)[N:11]=[C:10]([N:20]3[CH2:25][CH2:24][N:23](C(OC(C)(C)C)=O)[CH2:22][CH2:21]3)[N:9]=2)[CH:5]=[CH:6][CH:7]=1.FC(F)(F)C(O)=O. Product: [N:14]1([C:12]2[N:11]=[C:10]([N:20]3[CH2:25][CH2:24][NH:23][CH2:22][CH2:21]3)[N:9]=[C:8]([C:4]3[CH:3]=[C:2]([OH:1])[CH:7]=[CH:6][CH:5]=3)[N:13]=2)[CH2:15][CH2:16][O:17][CH2:18][CH2:19]1. The catalyst class is: 2. (3) Reactant: C12BC(CCC1)CCC2.[CH2:10]([N:17]1[CH2:22][CH2:21][N:20]([CH2:23][C:24]2[CH:29]=[CH:28][CH:27]=[CH:26][CH:25]=2)[CH2:19][C@@H:18]1[CH:30]=[CH2:31])[C:11]1[CH:16]=[CH:15][CH:14]=[CH:13][CH:12]=1.C1(P(C2C=CC=CC=2)C2C=CC=CC=2)C=CC=CC=1.Cl.Br[C:53]1[CH:58]=[CH:57][N:56]=[CH:55][CH:54]=1.[OH-].[Na+]. Product: [CH2:10]([N:17]1[CH2:22][CH2:21][N:20]([CH2:23][C:24]2[CH:29]=[CH:28][CH:27]=[CH:26][CH:25]=2)[CH2:19][C@@H:18]1[CH2:30][CH2:31][C:53]1[CH:58]=[CH:57][N:56]=[CH:55][CH:54]=1)[C:11]1[CH:12]=[CH:13][CH:14]=[CH:15][CH:16]=1. The catalyst class is: 73. (4) Reactant: [C:1]1([S:7]([OH:10])(=[O:9])=[O:8])[CH:6]=[CH:5][CH:4]=[CH:3][CH:2]=1.[C:11]([C:13]1[CH:18]=[CH:17][CH:16]=[CH:15][C:14]=1[C:19]1[C:20](=[O:37])[N:21]([C:31]2[CH:36]=[CH:35][CH:34]=[CH:33][CH:32]=2)[CH:22]=[C:23]([C:25]2[CH:30]=[CH:29][CH:28]=[CH:27][N:26]=2)[CH:24]=1)#[N:12].CC(C)=O. Product: [C:1]1([S:7]([OH:10])(=[O:9])=[O:8])[CH:6]=[CH:5][CH:4]=[CH:3][CH:2]=1.[C:11]([C:13]1[CH:18]=[CH:17][CH:16]=[CH:15][C:14]=1[C:19]1[C:20](=[O:37])[N:21]([C:31]2[CH:36]=[CH:35][CH:34]=[CH:33][CH:32]=2)[CH:22]=[C:23]([C:25]2[CH:30]=[CH:29][CH:28]=[CH:27][N:26]=2)[CH:24]=1)#[N:12]. The catalyst class is: 32. (5) Reactant: [Cl-].[Cl-].[Cl-].[Al+3].[N-:5]=[N+:6]=[N-:7].[Na+].[N+:9]([C:12]1[C:13]([CH3:21])=[C:14]([CH:18]=[CH:19][CH:20]=1)C(Cl)=O)([O-:11])=[O:10].[N:22]([O-])=O.[Na+].Cl.[O:27]1[CH2:31]CCC1. Product: [CH3:21][C:13]1[C:12]([N+:9]([O-:11])=[O:10])=[CH:20][CH:19]=[CH:18][C:14]=1[N:5]1[C:31](=[O:27])[NH:22][N:7]=[N:6]1. The catalyst class is: 6. (6) Reactant: [O:1]1[C:5]2([CH2:10][CH2:9][NH:8][CH2:7][CH2:6]2)[O:4][CH2:3][CH2:2]1.C(=O)([O-])[O-].[K+].[K+].CC(N(C)C)=O.[Br:23][C:24]1[C:25]([CH3:38])=[C:26]([CH3:37])[C:27]2[O:31][C:30]([CH2:33]I)([CH3:32])[CH2:29][C:28]=2[C:35]=1[CH3:36]. Product: [Br:23][C:24]1[C:25]([CH3:38])=[C:26]([CH3:37])[C:27]2[O:31][C:30]([CH2:32][N:8]3[CH2:9][CH2:10][C:5]4([O:4][CH2:3][CH2:2][O:1]4)[CH2:6][CH2:7]3)([CH3:33])[CH2:29][C:28]=2[C:35]=1[CH3:36]. The catalyst class is: 84.